Task: Regression. Given two drug SMILES strings and cell line genomic features, predict the synergy score measuring deviation from expected non-interaction effect.. Dataset: NCI-60 drug combinations with 297,098 pairs across 59 cell lines (1) Drug 1: C1CN1P(=S)(N2CC2)N3CC3. Drug 2: CC12CCC3C(C1CCC2O)C(CC4=C3C=CC(=C4)O)CCCCCCCCCS(=O)CCCC(C(F)(F)F)(F)F. Cell line: MDA-MB-231. Synergy scores: CSS=4.58, Synergy_ZIP=1.97, Synergy_Bliss=7.99, Synergy_Loewe=-0.646, Synergy_HSA=-0.0738. (2) Drug 1: CC(C1=C(C=CC(=C1Cl)F)Cl)OC2=C(N=CC(=C2)C3=CN(N=C3)C4CCNCC4)N. Drug 2: C1=NNC2=C1C(=O)NC=N2. Cell line: NCI/ADR-RES. Synergy scores: CSS=2.07, Synergy_ZIP=0.804, Synergy_Bliss=2.00, Synergy_Loewe=0.812, Synergy_HSA=0.313.